Dataset: Full USPTO retrosynthesis dataset with 1.9M reactions from patents (1976-2016). Task: Predict the reactants needed to synthesize the given product. (1) The reactants are: [CH3:1][O:2][C:3]([C@H:5]1[CH2:10][CH2:9][C@H:8]([NH:11][S:12]([C:15]2[CH:16]=[C:17]([CH:27]=[CH:28][CH:29]=2)[C:18]([O:20]CC[Si](C)(C)C)=[O:19])(=[O:14])=[O:13])[CH2:7][CH2:6]1)=[O:4].[CH2:30](I)[CH3:31].C(=O)([O-])[O-].[K+].[K+].[F-].C([N+](CCCC)(CCCC)CCCC)CCC.Cl. Given the product [CH2:30]([N:11]([C@H:8]1[CH2:9][CH2:10][C@H:5]([C:3]([O:2][CH3:1])=[O:4])[CH2:6][CH2:7]1)[S:12]([C:15]1[CH:16]=[C:17]([CH:27]=[CH:28][CH:29]=1)[C:18]([OH:20])=[O:19])(=[O:13])=[O:14])[CH3:31], predict the reactants needed to synthesize it. (2) Given the product [CH3:13][C:3]1[N:4]=[C:5]([C:7]2[CH:12]=[CH:11][CH:10]=[CH:9][CH:8]=2)[S:6][C:2]=1[C:22]1[CH:23]=[C:24]2[C:28](=[CH:29][CH:30]=1)[NH:27][C:26](=[O:31])[CH2:25]2, predict the reactants needed to synthesize it. The reactants are: Br[C:2]1[S:6][C:5]([C:7]2[CH:12]=[CH:11][CH:10]=[CH:9][CH:8]=2)=[N:4][C:3]=1[CH3:13].CC1(C)C(C)(C)OB([C:22]2[CH:23]=[C:24]3[C:28](=[CH:29][CH:30]=2)[NH:27][C:26](=[O:31])[CH2:25]3)O1.C1(P(C2CCCCC2)C2C=CC=CC=2C2C=CC=CC=2)CCCCC1.C([O-])([O-])=O.[Na+].[Na+]. (3) Given the product [Br:28][C:29]1[CH:34]=[C:33]([C:2]2[N:7]=[C:6]([C:8]3[CH:13]=[CH:12][C:11]([C:14]([F:17])([F:16])[F:15])=[C:10]([O:18][CH2:19][C:20]([F:23])([F:22])[F:21])[CH:9]=3)[CH:5]=[C:4]([C:24]([F:27])([F:26])[F:25])[N:3]=2)[CH:32]=[CH:31][CH:30]=1, predict the reactants needed to synthesize it. The reactants are: Cl[C:2]1[N:7]=[C:6]([C:8]2[CH:13]=[CH:12][C:11]([C:14]([F:17])([F:16])[F:15])=[C:10]([O:18][CH2:19][C:20]([F:23])([F:22])[F:21])[CH:9]=2)[CH:5]=[C:4]([C:24]([F:27])([F:26])[F:25])[N:3]=1.[Br:28][C:29]1[CH:30]=[C:31](B(O)O)[CH:32]=[CH:33][CH:34]=1. (4) Given the product [CH2:70]([O:69][C:68](=[O:77])[NH:67][CH2:66][C:38]1[CH:37]=[CH:36][C:35]2[CH:34]([CH3:33])[CH:48]3[C:43](=[C:44]([OH:63])[C:45]4([OH:62])[CH:46]([CH:47]3[OH:49])[CH:50]([N:59]([CH3:60])[CH3:61])[C:51]([OH:58])=[C:52]([C:55](=[O:56])[NH:57][CH2:66][NH:67][C:68]([O:23][CH2:22][C:19]3[CH:20]=[CH:13][CH:14]=[CH:17][CH:18]=3)=[O:69])[C:53]4=[O:54])[C:41](=[O:42])[C:40]=2[C:39]=1[OH:64])[C:71]1[CH:76]=[CH:75][CH:74]=[CH:73][CH:72]=1, predict the reactants needed to synthesize it. The reactants are: C[C@]1(O)[C@@H]2C(=C(O)[C@:13]3(O)[C:20](=O)[C:19]([C:22](N)=[O:23])=[C:18](O)[C@@H:17](N(C)C)[C@@H:14]3C2)C(=O)C2C(O)=CC=CC1=2.[CH3:33][C@@H:34]1[C@@H:48]2[C:43](=[C:44]([OH:63])[C@:45]3([OH:62])[C:53](=[O:54])[C:52]([C:55]([NH2:57])=[O:56])=[C:51]([OH:58])[C@@H:50]([N:59]([CH3:61])[CH3:60])[C@@H:46]3[C@H:47]2[OH:49])[C:41](=[O:42])[C:40]2[C:39]([OH:64])=[CH:38][CH:37]=[CH:36][C:35]1=2.O[CH2:66][NH:67][C:68](=[O:77])[O:69][CH2:70][C:71]1[CH:76]=[CH:75][CH:74]=[CH:73][CH:72]=1. (5) Given the product [Cl:26][C:9]1[C:8]([CH3:27])=[C:7]([C:28](=[O:30])[CH3:29])[C:6]([O:5][CH2:4][CH2:3][CH2:2][N:31]2[CH2:36][CH2:35][O:34][CH2:33][CH2:32]2)=[C:11]([O:12][CH2:13][CH2:14][CH:15]([C:17]2[CH:22]=[CH:21][C:20]([F:23])=[CH:19][CH:18]=2)[CH3:16])[C:10]=1[O:24][CH3:25], predict the reactants needed to synthesize it. The reactants are: Br[CH2:2][CH2:3][CH2:4][O:5][C:6]1[C:11]([O:12][CH2:13][CH2:14][CH:15]([C:17]2[CH:22]=[CH:21][C:20]([F:23])=[CH:19][CH:18]=2)[CH3:16])=[C:10]([O:24][CH3:25])[C:9]([Cl:26])=[C:8]([CH3:27])[C:7]=1[C:28](=[O:30])[CH3:29].[NH:31]1[CH2:36][CH2:35][O:34][CH2:33][CH2:32]1. (6) The reactants are: C1OCCOCCOCCOCCOCCOC1.[F-].[K+].C[Si](C)(C)[C:23]#[C:24][C:25]1([CH3:29])[CH2:28][O:27][CH2:26]1.Br[C:33]1[CH:34]=[C:35]2[C:46]3([N:51]=[C:50]([NH2:52])[CH2:49][O:48][CH2:47]3)[C:45]3[C:40](=[CH:41][CH:42]=[C:43]([C:53]4[C:54]([F:59])=[N:55][CH:56]=[CH:57][CH:58]=4)[CH:44]=3)[O:39][C:36]2=[N:37][CH:38]=1. Given the product [F:59][C:54]1[C:53]([C:43]2[CH:44]=[C:45]3[C@:46]4([N:51]=[C:50]([NH2:52])[CH2:49][O:48][CH2:47]4)[C:35]4[C:36](=[N:37][CH:38]=[C:33]([C:23]#[C:24][C:25]5([CH3:29])[CH2:28][O:27][CH2:26]5)[CH:34]=4)[O:39][C:40]3=[CH:41][CH:42]=2)=[CH:58][CH:57]=[CH:56][N:55]=1, predict the reactants needed to synthesize it.